This data is from Reaction yield outcomes from USPTO patents with 853,638 reactions. The task is: Predict the reaction yield, written as a fraction of the theoretical maximum amount of product (1.0 means a 100% yield; for example, 0.34 means a 34% yield). (1) The catalyst is CC(C)=O. The reactants are [NH:1]1[CH2:6][CH2:5][O:4][CH2:3][CH2:2]1.[C:7]([N:15]=[C:16]=[S:17])(=[O:14])[C:8]1[CH:13]=[CH:12][CH:11]=[CH:10][CH:9]=1. The product is [N:1]1([C:16]([NH:15][C:7](=[O:14])[C:8]2[CH:9]=[CH:10][CH:11]=[CH:12][CH:13]=2)=[S:17])[CH2:6][CH2:5][O:4][CH2:3][CH2:2]1. The yield is 0.800. (2) The reactants are [F:1][C:2]1[CH:3]=[C:4]([CH:8]=[CH:9][CH:10]=1)/[CH:5]=[N:6]\[OH:7].[Cl:11]N1C(=O)CCC1=O. The catalyst is CN(C=O)C. The product is [OH:7]/[N:6]=[C:5](\[Cl:11])/[C:4]1[CH:8]=[CH:9][CH:10]=[C:2]([F:1])[CH:3]=1. The yield is 0.730. (3) The reactants are [N:1]1([C:7]2[CH:15]=[CH:14][C:13]([N+:16]([O-:18])=[O:17])=[CH:12][C:8]=2[C:9](O)=[O:10])[CH2:6][CH2:5][O:4][CH2:3][CH2:2]1.S(Cl)([Cl:21])=O. The catalyst is C1(C)C=CC=CC=1.CN(C=O)C. The product is [N:1]1([C:7]2[CH:15]=[CH:14][C:13]([N+:16]([O-:18])=[O:17])=[CH:12][C:8]=2[C:9]([Cl:21])=[O:10])[CH2:6][CH2:5][O:4][CH2:3][CH2:2]1. The yield is 0.930. (4) The product is [F:1][C:2]1[CH:7]=[CH:6][C:5]([N:8]2[C@H:13]([CH2:14][O:15][CH3:31])[CH2:12][N:11]3[N:16]=[C:17]([CH2:19][O:20][C:21]4[CH:22]=[CH:23][CH:24]=[CH:25][CH:26]=4)[CH:18]=[C:10]3[C:9]2=[O:27])=[CH:4][CH:3]=1. The reactants are [F:1][C:2]1[CH:7]=[CH:6][C:5]([N:8]2[C@H:13]([CH2:14][OH:15])[CH2:12][N:11]3[N:16]=[C:17]([CH2:19][O:20][C:21]4[CH:26]=[CH:25][CH:24]=[CH:23][CH:22]=4)[CH:18]=[C:10]3[C:9]2=[O:27])=[CH:4][CH:3]=1.[H-].[Na+].I[CH3:31]. The catalyst is C1COCC1. The yield is 0.640.